Dataset: Reaction yield outcomes from USPTO patents with 853,638 reactions. Task: Predict the reaction yield, written as a fraction of the theoretical maximum amount of product (1.0 means a 100% yield; for example, 0.34 means a 34% yield). The reactants are [C:1](=[O:4])([O-])[O-].[K+].[K+].CN(C=O)C.[Cl:12][C:13]1[CH:14]=[CH:15][C:16]([NH:23][C:24](=[O:27])[CH2:25]Cl)=[C:17]([CH:22]=1)[C:18]([O:20][CH3:21])=[O:19].[Br:28][C:29]1[CH:34]=C[CH:32]=[CH:31][C:30]=1O. The catalyst is C(OCC)(=O)C.O. The product is [Br:28][C:29]1[CH:34]=[C:1]([CH:32]=[CH:31][CH:30]=1)[O:4][CH2:25][C:24]([NH:23][C:16]1[CH:15]=[CH:14][C:13]([Cl:12])=[CH:22][C:17]=1[C:18]([O:20][CH3:21])=[O:19])=[O:27]. The yield is 0.730.